From a dataset of Catalyst prediction with 721,799 reactions and 888 catalyst types from USPTO. Predict which catalyst facilitates the given reaction. (1) Reactant: Cl.C([O:9][CH2:10][C@@H:11]1[O:16][CH2:15][C@@:14]([NH:25][C:26]([NH:28]C(=O)OCC2C3C=CC=CC=3C3C2=CC=CC=3)=[S:27])([C:17]2[CH:22]=[CH:21][C:20]([F:23])=[CH:19][C:18]=2[F:24])[C@H:13]([CH2:46]O)[CH2:12]1)C1C=CC=CC=1. Product: [NH2:28][C:26]1[S:27][CH2:46][C@@H:13]2[CH2:12][C@H:11]([CH2:10][OH:9])[O:16][CH2:15][C@:14]2([C:17]2[CH:22]=[CH:21][C:20]([F:23])=[CH:19][C:18]=2[F:24])[N:25]=1. The catalyst class is: 5. (2) Reactant: [CH3:1][O:2][C:3]1[CH:4]=[C:5]2[C:10](=[CH:11][C:12]=1[O:13][CH3:14])[N:9]=[CH:8][N:7]=[C:6]2[O:15][C:16]1[CH:22]=[CH:21][C:19]([NH2:20])=[CH:18][CH:17]=1.C(N(CC)CC)C.ClC(Cl)(O[C:34](=[O:40])OC(Cl)(Cl)Cl)Cl.[CH:42]([N:45]([CH:49]([CH3:51])[CH3:50])[CH2:46][CH2:47][NH2:48])([CH3:44])[CH3:43]. Product: [CH:42]([N:45]([CH:49]([CH3:51])[CH3:50])[CH2:46][CH2:47][NH:48][C:34]([NH:20][C:19]1[CH:21]=[CH:22][C:16]([O:15][C:6]2[C:5]3[C:10](=[CH:11][C:12]([O:13][CH3:14])=[C:3]([O:2][CH3:1])[CH:4]=3)[N:9]=[CH:8][N:7]=2)=[CH:17][CH:18]=1)=[O:40])([CH3:44])[CH3:43]. The catalyst class is: 146.